This data is from Reaction yield outcomes from USPTO patents with 853,638 reactions. The task is: Predict the reaction yield, written as a fraction of the theoretical maximum amount of product (1.0 means a 100% yield; for example, 0.34 means a 34% yield). (1) The reactants are [CH2:1]([O:3][C:4](=[O:17])[C@@H:5]([O:14][CH2:15][CH3:16])[CH2:6][C:7]1[CH:12]=[CH:11][C:10]([OH:13])=[CH:9][CH:8]=1)[CH3:2].CS(O[CH2:23][CH2:24][CH2:25][CH2:26][C:27]1[CH:32]=[CH:31][C:30]([N+:33]([O-:35])=[O:34])=[CH:29][CH:28]=1)(=O)=O.C(=O)([O-])[O-].[K+].[K+]. The catalyst is C(#N)C. The product is [CH2:15]([O:14][C@@H:5]([CH2:6][C:7]1[CH:8]=[CH:9][C:10]([O:13][CH2:23][CH2:24][CH2:25][CH2:26][C:27]2[CH:32]=[CH:31][C:30]([N+:33]([O-:35])=[O:34])=[CH:29][CH:28]=2)=[CH:11][CH:12]=1)[C:4]([O:3][CH2:1][CH3:2])=[O:17])[CH3:16]. The yield is 0.930. (2) The reactants are [C:1]([CH2:3][C:4]1[NH:8][N:7]=[C:6]([CH2:9][O:10][CH3:11])[N:5]=1)#[N:2].C([O:14][C:15](=O)[CH:16]([C:20]1[CH:25]=[CH:24][CH:23]=[CH:22][CH:21]=1)[C:17]([CH3:19])=O)C.C([O-])(=O)C.[NH4+].O. The catalyst is C1(C)C=CC=CC=1. The product is [CH3:11][O:10][CH2:9][C:6]1[NH:5][C:4]2=[C:3]([C:1]#[N:2])[C:17]([CH3:19])=[C:16]([C:20]3[CH:25]=[CH:24][CH:23]=[CH:22][CH:21]=3)[C:15](=[O:14])[N:8]2[N:7]=1. The yield is 0.350. (3) The reactants are C([O:4][C@@H:5]([CH3:40])[C:6]([NH:8][C:9]1[CH:14]=[C:13]([O:15][C:16]2[CH:21]=[C:20]([F:22])[C:19]([NH:23][C:24]([C:26]3([C:29](=[O:38])[NH:30][C:31]4[CH:36]=[CH:35][C:34]([F:37])=[CH:33][CH:32]=4)[CH2:28][CH2:27]3)=[O:25])=[CH:18][C:17]=2[F:39])[CH:12]=[CH:11][N:10]=1)=[O:7])(=O)C.C(=O)([O-])[O-].[K+].[K+]. The catalyst is CO.O. The product is [F:22][C:20]1[CH:21]=[C:16]([O:15][C:13]2[CH:12]=[CH:11][N:10]=[C:9]([NH:8][C:6](=[O:7])[C@@H:5]([OH:4])[CH3:40])[CH:14]=2)[C:17]([F:39])=[CH:18][C:19]=1[NH:23][C:24]([C:26]1([C:29]([NH:30][C:31]2[CH:32]=[CH:33][C:34]([F:37])=[CH:35][CH:36]=2)=[O:38])[CH2:28][CH2:27]1)=[O:25]. The yield is 0.600. (4) The reactants are [F:1][C:2]1[CH:7]=[CH:6][C:5]([C:8]2[O:9][C:10]3[CH:20]=[CH:19][C:18]([C:21]4[CH:26]=[C:25]([C:27](=[O:33])[NH:28][CH2:29][CH:30]([CH3:32])[CH3:31])[CH:24]=[CH:23][C:22]=4[OH:34])=[CH:17][C:11]=3[C:12]=2[C:13]([NH:15][CH3:16])=[O:14])=[CH:4][CH:3]=1.Br[CH2:36][CH2:37][N:38]1[C:46](=[O:47])[C:45]2[C:40](=[CH:41][CH:42]=[CH:43][CH:44]=2)[C:39]1=[O:48].C1CCN2C(=NCCC2)CC1. The catalyst is CN(C=O)C. The product is [O:48]=[C:39]1[C:40]2[C:45](=[CH:44][CH:43]=[CH:42][CH:41]=2)[C:46](=[O:47])[N:38]1[CH2:37][CH2:36][O:34][C:22]1[CH:23]=[CH:24][C:25]([C:27](=[O:33])[NH:28][CH2:29][CH:30]([CH3:32])[CH3:31])=[CH:26][C:21]=1[C:18]1[CH:19]=[CH:20][C:10]2[O:9][C:8]([C:5]3[CH:4]=[CH:3][C:2]([F:1])=[CH:7][CH:6]=3)=[C:12]([C:13]([NH:15][CH3:16])=[O:14])[C:11]=2[CH:17]=1. The yield is 0.230. (5) The reactants are Br[C:2]1[C:10]2[O:9][C@@H:8]([CH2:11][Br:12])[CH2:7][C:6]=2[CH:5]=[C:4]([F:13])[CH:3]=1.[Cl:14]C1C=C(B(O)O)C(C)=CC=1.[CH3:25][C:26]1[CH:31]=[CH:30][C:29](S(OCC2[CH2:25][C:26]3[C:31](C4C=CC=CC=4)=[CH:30][CH:29]=[CH:28][C:27]=3O2)(=O)=O)=[CH:28][CH:27]=1. No catalyst specified. The product is [Br:12][CH2:11][C@H:8]1[CH2:7][C:6]2[CH:5]=[C:4]([F:13])[CH:3]=[C:2]([C:27]3[CH:28]=[CH:29][C:30]([Cl:14])=[CH:31][C:26]=3[CH3:25])[C:10]=2[O:9]1. The yield is 0.950. (6) The reactants are [N+:1]([C:4]1[CH:5]=[C:6]([CH:20]=[C:21]([O:23][CH2:24][CH2:25][C:26]2[S:30][CH:29]=[N:28][C:27]=2[CH3:31])[CH:22]=1)[C:7]([NH:9][C:10]1[CH:15]=[CH:14][C:13]([C:16]([O:18]C)=[O:17])=[CH:12][N:11]=1)=[O:8])([O-])=O.C(O)C.[H][H]. The catalyst is [Pd].C(OCC)(=O)C. The product is [NH2:1][C:4]1[CH:5]=[C:6]([CH:20]=[C:21]([O:23][CH2:24][CH2:25][C:26]2[S:30][CH:29]=[N:28][C:27]=2[CH3:31])[CH:22]=1)[C:7]([NH:9][C:10]1[CH:15]=[CH:14][C:13]([C:16]([OH:18])=[O:17])=[CH:12][N:11]=1)=[O:8]. The yield is 0.600. (7) The reactants are [F:1][C:2]1[CH:3]=[C:4]([C:8]2[CH:9]=[C:10]([CH:14]=[C:15]([CH3:17])[CH:16]=2)[C:11]([OH:13])=O)[CH:5]=[CH:6][CH:7]=1.C(Cl)(C(Cl)=O)=O.[NH2:24][C:25]1[C:26]([CH3:33])=[C:27]([OH:32])[CH:28]=[CH:29][C:30]=1[CH3:31].C([O-])(O)=O.[Na+]. The catalyst is C(Cl)Cl.CN(C=O)C.C1COCC1.O. The product is [F:1][C:2]1[CH:3]=[C:4]([C:8]2[CH:9]=[C:10]([CH:14]=[C:15]([CH3:17])[CH:16]=2)[C:11]([NH:24][C:25]2[C:30]([CH3:31])=[CH:29][CH:28]=[C:27]([OH:32])[C:26]=2[CH3:33])=[O:13])[CH:5]=[CH:6][CH:7]=1. The yield is 0.570. (8) The reactants are Cl.[NH2:2][OH:3].C([O-])(=O)C.[Na+].[F:9][C:10]1[CH:11]=[C:12]([CH2:19][C:20]([C:22]2[CH:27]=[CH:26][CH:25]=[CH:24][CH:23]=2)=O)[CH:13]=[C:14]([F:18])[C:15]=1[S:16][CH3:17]. The catalyst is C(O)C.O. The product is [F:9][C:10]1[CH:11]=[C:12]([CH2:19][C:20]([C:22]2[CH:27]=[CH:26][CH:25]=[CH:24][CH:23]=2)=[N:2][OH:3])[CH:13]=[C:14]([F:18])[C:15]=1[S:16][CH3:17]. The yield is 0.530. (9) The reactants are CC([O-])(C)C.[K+].[OH:7][C:8]1[CH:16]=[CH:15][C:11]([CH2:12][C:13]#[N:14])=[CH:10][CH:9]=1.O.Cl.[C:19]1(=[O:25])[CH2:24][CH2:23][CH2:22][CH2:21][CH2:20]1. The catalyst is C(OCC)(=O)C. The product is [C:13]([CH:12]([C:11]1[CH:15]=[CH:16][C:8]([OH:7])=[CH:9][CH:10]=1)[C:19]1([OH:25])[CH2:24][CH2:23][CH2:22][CH2:21][CH2:20]1)#[N:14]. The yield is 0.660. (10) The reactants are C(N(S(F)(F)[F:7])CC)C.[CH3:10][O:11][C:12]([C@H:14]1[CH2:18][C@@H:17](O)[CH2:16][N:15]1[C:20]([O:22][C:23]([CH3:26])([CH3:25])[CH3:24])=[O:21])=[O:13]. The catalyst is ClCCl. The product is [CH3:10][O:11][C:12]([C@H:14]1[CH2:18][C@H:17]([F:7])[CH2:16][N:15]1[C:20]([O:22][C:23]([CH3:26])([CH3:25])[CH3:24])=[O:21])=[O:13]. The yield is 0.970.